Dataset: Forward reaction prediction with 1.9M reactions from USPTO patents (1976-2016). Task: Predict the product of the given reaction. (1) The product is: [N:3]1[N:7]2[CH:8]=[CH:9][N:10]=[CH:11][C:6]2=[C:5]([C:12]([OH:14])=[O:13])[CH:4]=1. Given the reactants [OH-].[Na+].[N:3]1[N:7]2[CH:8]=[CH:9][N:10]=[CH:11][C:6]2=[C:5]([C:12]([O:14]CC)=[O:13])[CH:4]=1, predict the reaction product. (2) Given the reactants [C:1]([C:5]1[CH:14]=[CH:13][CH:12]=[CH:11][C:6]=1C(NN)=O)([CH3:4])([CH3:3])[CH3:2].CO[C:17]([O:22][CH3:23])([N:19](C)C)[CH3:18].C(O)(=O)C.C(#[N:30])C, predict the reaction product. The product is: [C:1]([C:5]1[CH:14]=[CH:13][C:12]([C:23]2[O:22][C:17]([CH3:18])=[N:19][N:30]=2)=[CH:11][CH:6]=1)([CH3:4])([CH3:2])[CH3:3]. (3) The product is: [OH:8][N:9]1[C:15](=[O:16])[N:14]2[CH2:17][C@H:10]1[CH2:11][CH2:12][C@H:13]2[C:18]([NH:20][N:21]1[CH2:26][CH2:25][O:24][CH2:23][CH2:22]1)=[O:19]. Given the reactants C([O:8][N:9]1[C:15](=[O:16])[N:14]2[CH2:17][C@H:10]1[CH2:11][CH2:12][C@H:13]2[C:18]([NH:20][N:21]1[CH2:26][CH2:25][O:24][CH2:23][CH2:22]1)=[O:19])C1C=CC=CC=1.[H][H], predict the reaction product. (4) Given the reactants [CH2:1]([O:5][C:6]1[C:7]([F:13])=[C:8]([F:12])[CH:9]=[CH:10][CH:11]=1)[CH2:2][CH2:3][CH3:4].C([Li])(CC)C.[O:19]1[C:23]2([CH2:28][CH2:27][CH:26]([CH:29]3[CH2:34][CH2:33][C:32](=[O:35])[CH2:31][CH2:30]3)[CH2:25][CH2:24]2)[O:22][CH2:21][CH2:20]1.[Cl-].[NH4+], predict the reaction product. The product is: [O:19]1[C:23]2([CH2:24][CH2:25][CH:26]([CH:29]3[CH2:34][CH2:33][C:32]([C:9]4[CH:10]=[CH:11][C:6]([O:5][CH2:1][CH2:2][CH2:3][CH3:4])=[C:7]([F:13])[C:8]=4[F:12])([OH:35])[CH2:31][CH2:30]3)[CH2:27][CH2:28]2)[O:22][CH2:21][CH2:20]1. (5) Given the reactants [OH:1][C:2]1[CH:3]=[C:4]2[C:9](=[CH:10][CH:11]=1)[CH:8]=[C:7](B(O)O)[CH:6]=[CH:5]2.Br[C:16]1[CH:25]=[CH:24][C:19]([C:20]([O:22][CH3:23])=[O:21])=[CH:18][N:17]=1.C(=O)([O-])[O-].[Na+].[Na+], predict the reaction product. The product is: [OH:1][C:2]1[CH:3]=[C:4]2[C:9](=[CH:10][CH:11]=1)[CH:8]=[C:7]([C:16]1[CH:25]=[CH:24][C:19]([C:20]([O:22][CH3:23])=[O:21])=[CH:18][N:17]=1)[CH:6]=[CH:5]2. (6) Given the reactants [NH2:1][C:2]1[CH:7]=[C:6]([O:8][C:9]([F:12])([F:11])[F:10])[CH:5]=[CH:4][C:3]=1[OH:13].C(=O)(O)[O-].[Na+].[Br:19][CH2:20][C:21](Br)=[O:22], predict the reaction product. The product is: [Br:19][CH2:20][C:21]([NH:1][C:2]1[CH:7]=[C:6]([O:8][C:9]([F:10])([F:11])[F:12])[CH:5]=[CH:4][C:3]=1[OH:13])=[O:22]. (7) Given the reactants C(OC([N:8]1[C:16]2[C:11](=[CH:12][C:13]([NH:17][S:18]([C:21]3[CH:26]=[CH:25][CH:24]=[CH:23][C:22]=3[S:27]([CH3:30])(=[O:29])=[O:28])(=[O:20])=[O:19])=[CH:14][CH:15]=2)[C:10]([CH3:31])=[N:9]1)=O)(C)(C)C.I[Si](C)(C)C, predict the reaction product. The product is: [CH3:30][S:27]([C:22]1[CH:23]=[CH:24][CH:25]=[CH:26][C:21]=1[S:18]([NH:17][C:13]1[CH:12]=[C:11]2[C:16](=[CH:15][CH:14]=1)[NH:8][N:9]=[C:10]2[CH3:31])(=[O:20])=[O:19])(=[O:28])=[O:29]. (8) The product is: [Cl:25][C:23]1[CH:22]=[N:21][C:5]2=[N:6][C:7]([N:8]3[CH2:13][CH2:12][N:11]([C:14]([O:16][C:17]([CH3:20])([CH3:19])[CH3:18])=[O:15])[CH2:10][CH2:9]3)=[C:2]([NH:31][CH2:30][CH:29]([O:32][CH2:33][CH3:34])[O:28][CH2:26][CH3:27])[N:3]=[C:4]2[CH:24]=1. Given the reactants Cl[C:2]1[N:3]=[C:4]2[CH:24]=[C:23]([Cl:25])[CH:22]=[N:21][C:5]2=[N:6][C:7]=1[N:8]1[CH2:13][CH2:12][N:11]([C:14]([O:16][C:17]([CH3:20])([CH3:19])[CH3:18])=[O:15])[CH2:10][CH2:9]1.[CH2:26]([O:28][CH:29]([O:32][CH2:33][CH3:34])[CH2:30][NH2:31])[CH3:27], predict the reaction product. (9) Given the reactants [F:1][C:2]1[CH:3]=[C:4]([CH2:9][C:10]([NH:12][C@H:13]([C:15]([OH:17])=O)[CH3:14])=[O:11])[CH:5]=[C:6]([F:8])[CH:7]=1.[CH3:18][O:19][C:20](=[O:31])[C@H:21]([CH2:23][C:24]1[CH:29]=[CH:28][C:27]([OH:30])=[CH:26][CH:25]=1)[NH2:22], predict the reaction product. The product is: [CH3:18][O:19][C:20](=[O:31])[C@H:21]([CH2:23][C:24]1[CH:25]=[CH:26][C:27]([OH:30])=[CH:28][CH:29]=1)[NH:22][C:15](=[O:17])[C@H:13]([CH3:14])[NH:12][C:10](=[O:11])[CH2:9][C:4]1[CH:5]=[C:6]([F:8])[CH:7]=[C:2]([F:1])[CH:3]=1.